Predict the reaction yield, written as a fraction of the theoretical maximum amount of product (1.0 means a 100% yield; for example, 0.34 means a 34% yield). From a dataset of Reaction yield outcomes from USPTO patents with 853,638 reactions. (1) The reactants are [CH2:1]([NH2:4])[CH2:2][NH2:3].C(N(CC)CC)C.Cl[C:13]([C:26]1[CH:31]=[CH:30][CH:29]=[CH:28][CH:27]=1)([C:20]1[CH:25]=[CH:24][CH:23]=[CH:22][CH:21]=1)[C:14]1[CH:19]=[CH:18][CH:17]=[CH:16][CH:15]=1. The catalyst is C(Cl)Cl. The yield is 0.833. The product is [C:13]([NH:3][CH2:2][CH2:1][NH2:4])([C:14]1[CH:19]=[CH:18][CH:17]=[CH:16][CH:15]=1)([C:26]1[CH:27]=[CH:28][CH:29]=[CH:30][CH:31]=1)[C:20]1[CH:21]=[CH:22][CH:23]=[CH:24][CH:25]=1. (2) The reactants are [NH2:1][C:2]1[CH:3]=[C:4]2[C:9](=[CH:10][CH:11]=1)[N:8]=[CH:7][C:6]([C:12]#[N:13])=[C:5]2[NH:14][C:15]1[CH:20]=[CH:19][C:18]([F:21])=[C:17]([Cl:22])[CH:16]=1.[Cl:23][C:24]1[C:25]([CH:30]=O)=[N:26][N:27]([CH3:29])[CH:28]=1.[BH3-]C#N.[Na+]. The catalyst is CCO. The product is [Cl:23][C:24]1[C:25]([CH2:30][NH:1][C:2]2[CH:3]=[C:4]3[C:9](=[CH:10][CH:11]=2)[N:8]=[CH:7][C:6]([C:12]#[N:13])=[C:5]3[NH:14][C:15]2[CH:20]=[CH:19][C:18]([F:21])=[C:17]([Cl:22])[CH:16]=2)=[N:26][N:27]([CH3:29])[CH:28]=1. The yield is 0.200. (3) The reactants are [F:1][C:2]1[C:10]([O:11][CH3:12])=[CH:9][CH:8]=[CH:7][C:3]=1[C:4]([OH:6])=O.[NH:13]1[C:17]2[CH:18]=[CH:19][CH:20]=[CH:21][C:16]=2[N:15]=[C:14]1[C:22]1[C:26]([NH2:27])=[CH:25][NH:24][N:23]=1.C(Cl)CCl.C1C=CC2N(O)N=NC=2C=1. The catalyst is CN(C=O)C.O. The product is [NH:15]1[C:16]2[CH:21]=[CH:20][CH:19]=[CH:18][C:17]=2[N:13]=[C:14]1[C:22]1[C:26]([NH:27][C:4](=[O:6])[C:3]2[CH:7]=[CH:8][CH:9]=[C:10]([O:11][CH3:12])[C:2]=2[F:1])=[CH:25][NH:24][N:23]=1. The yield is 0.0800. (4) The product is [NH2:1][C:2]1[N:7]=[CH:6][C:5]([C:8]2[CH:13]=[CH:12][C:11]([C:19]3[C:20]([S:25]([NH:28][CH:29]4[CH2:34][CH2:33][CH2:32][CH2:31][CH2:30]4)(=[O:27])=[O:26])=[CH:21][CH:22]=[CH:23][CH:24]=3)=[CH:10][C:9]=2[F:17])=[CH:4][CH:3]=1. The yield is 0.110. The reactants are [NH2:1][C:2]1[N:7]=[CH:6][C:5]([C:8]2[CH:13]=[CH:12][C:11](B(O)O)=[CH:10][C:9]=2[F:17])=[CH:4][CH:3]=1.Br[C:19]1[CH:24]=[CH:23][CH:22]=[CH:21][C:20]=1[S:25]([NH:28][CH:29]1[CH2:34][CH2:33][CH2:32][CH2:31][CH2:30]1)(=[O:27])=[O:26].C([O-])([O-])=O.[K+].[K+].C1COCC1. The catalyst is CCOC(C)=O.C(P(C(C)(C)C)[C-]1C=CC=C1)(C)(C)C.[C-]1(P(C(C)(C)C)C(C)(C)C)C=CC=C1.[Fe+2].[Pd](Cl)Cl. (5) The reactants are C[Mg]I.[Mg].[CH3:5]I.[Br:7][C:8]1[CH:16]=[C:15]2[C:11]([C:12](=[O:18])[C:13](=[O:17])[NH:14]2)=[CH:10][CH:9]=1. The catalyst is C(OCC)C.C1COCC1. The product is [Br:7][C:8]1[CH:16]=[C:15]2[C:11]([C:12]([OH:18])([CH3:5])[C:13](=[O:17])[NH:14]2)=[CH:10][CH:9]=1. The yield is 0.930. (6) The reactants are [C:1]([C:5]1[CH:10]=[CH:9][C:8]([CH:11]2[CH2:13][CH:12]2[C:14]([NH:16][NH2:17])=[O:15])=[CH:7][CH:6]=1)([CH3:4])([CH3:3])[CH3:2].[CH:18]1[C:27]2[C:22](=[C:23]([C:28](=O)[CH3:29])[CH:24]=[CH:25][CH:26]=2)[CH:21]=[CH:20][N:19]=1. The catalyst is ClCCCl.O. The product is [C:1]([C:5]1[CH:10]=[CH:9][C:8]([CH:11]2[CH2:13][CH:12]2[C:14]([NH:16]/[N:17]=[C:28](/[C:23]2[CH:24]=[CH:25][CH:26]=[C:27]3[C:22]=2[CH:21]=[CH:20][N:19]=[CH:18]3)\[CH3:29])=[O:15])=[CH:7][CH:6]=1)([CH3:4])([CH3:2])[CH3:3]. The yield is 0.450.